This data is from Catalyst prediction with 721,799 reactions and 888 catalyst types from USPTO. The task is: Predict which catalyst facilitates the given reaction. (1) Reactant: BrC[CH2:3][C:4]1[CH:9]=[CH:8][C:7]([O:10][CH3:11])=[C:6]([O:12][CH3:13])[CH:5]=1.O.O.[Na+].[C:17]1([S:23]([O-])(=[O:25])=[O:24])[CH:22]=[CH:21][CH:20]=[CH:19][CH:18]=1.CN(C=O)C.O. Product: [CH3:11][O:10][C:7]1[CH:8]=[CH:9][C:4]([CH2:3][S:23]([C:17]2[CH:22]=[CH:21][CH:20]=[CH:19][CH:18]=2)(=[O:25])=[O:24])=[CH:5][C:6]=1[O:12][CH3:13]. The catalyst class is: 25. (2) Reactant: [N:1]1[CH:6]=[CH:5][C:4]([CH2:7][N:8]2[CH2:13][CH2:12][N:11](C(OCC3C=CC=CC=3)=O)[CH2:10][CH2:9]2)=[N:3][CH:2]=1.[H][H]. Product: [N:8]1([CH2:7][C:4]2[CH:5]=[CH:6][N:1]=[CH:2][N:3]=2)[CH2:9][CH2:10][NH:11][CH2:12][CH2:13]1. The catalyst class is: 43. (3) Reactant: [Cl:1][C:2]1[CH:3]=[C:4]2[C:9](=[CH:10][CH:11]=1)[O:8][CH2:7][C:6]([C:12]([OH:14])=O)=[CH:5]2.F[P-](F)(F)(F)(F)F.[CH3:22][N+:23](C)=C(N(C)C)ON1C2N=CC=CC=2N=N1.CCN(C(C)C)C(C)C.Cl.Cl.[N:50]1[C:59]2[C:54](=[CH:55][CH:56]=[CH:57][CH:58]=2)[C:53](NC)=[CH:52][CH:51]=1.C([O-])(O)=O.[Na+]. Product: [N:50]1[C:59]2[C:54](=[CH:55][CH:56]=[CH:57][CH:58]=2)[C:53]([CH2:22][NH:23][C:12]([C:6]2[CH2:7][O:8][C:9]3[C:4]([CH:5]=2)=[CH:3][C:2]([Cl:1])=[CH:11][CH:10]=3)=[O:14])=[CH:52][CH:51]=1. The catalyst class is: 456.